This data is from Forward reaction prediction with 1.9M reactions from USPTO patents (1976-2016). The task is: Predict the product of the given reaction. Given the reactants [CH3:1][C:2]1[C:11]2[C:6](=[CH:7][CH:8]=[CH:9][CH:10]=2)[C:5]([C:12]([OH:14])=O)=[CH:4][CH:3]=1.S(Cl)([Cl:17])=O, predict the reaction product. The product is: [CH3:1][C:2]1[C:11]2[C:6](=[CH:7][CH:8]=[CH:9][CH:10]=2)[C:5]([C:12]([Cl:17])=[O:14])=[CH:4][CH:3]=1.